This data is from Reaction yield outcomes from USPTO patents with 853,638 reactions. The task is: Predict the reaction yield, written as a fraction of the theoretical maximum amount of product (1.0 means a 100% yield; for example, 0.34 means a 34% yield). (1) The reactants are [OH:1][B:2]1[C:6]2[CH:7]=[C:8]([CH2:11][NH:12]C(=O)OC(C)(C)C)[CH:9]=[CH:10][C:5]=2[C:4]([CH3:21])([CH3:20])[O:3]1.[ClH:22]. The catalyst is CO. The product is [ClH:22].[NH2:12][CH2:11][C:8]1[CH:9]=[CH:10][C:5]2[C:4]([CH3:21])([CH3:20])[O:3][B:2]([OH:1])[C:6]=2[CH:7]=1. The yield is 0.500. (2) The reactants are [CH2:1]([NH3+:7])[C@H:2]([OH:6])[C:3]([O-:5])=[O:4].CN1CCOCC1.[CH3:15][C:16]([O:19][C:20](O[C:20]([O:19][C:16]([CH3:18])([CH3:17])[CH3:15])=[O:21])=[O:21])([CH3:18])[CH3:17].NCC(O)=O.C([O-])(O)=O.[Na+]. The catalyst is O1CCOCC1.O. The product is [C:20]([NH:7][CH2:1][C@H:2]([OH:6])[C:3]([OH:5])=[O:4])([O:19][C:16]([CH3:18])([CH3:17])[CH3:15])=[O:21]. The yield is 0.815. (3) The reactants are [N+:1]([C:4]1[CH:5]=[C:6]([C:14]2[CH:19]=[CH:18][CH:17]=[CH:16][CH:15]=2)[CH:7]=[CH:8][C:9]=1[CH2:10][C:11](O)=[O:12])([O-])=O. The catalyst is C(O)(=O)C.[Fe]. The product is [C:14]1([C:6]2[CH:5]=[C:4]3[C:9]([CH2:10][C:11](=[O:12])[NH:1]3)=[CH:8][CH:7]=2)[CH:19]=[CH:18][CH:17]=[CH:16][CH:15]=1. The yield is 0.930. (4) The reactants are [C:1]([OH:10])(=[O:9])[C:2]1[C:3](=[CH:5][CH:6]=[CH:7][CH:8]=1)[NH2:4].[C:11](Cl)(=[O:14])[CH2:12][CH3:13].O. The catalyst is CN(C)C=O. The product is [C:11]([NH:4][C:3]1[C:2](=[CH:8][CH:7]=[CH:6][CH:5]=1)[C:1]([OH:10])=[O:9])(=[O:14])[CH2:12][CH3:13]. The yield is 0.650. (5) The reactants are [CH3:1][O:2][C:3](=[O:20])[C:4]1[CH:9]=[C:8]([N+:10]([O-])=O)[CH:7]=[C:6]([C:13]2[CH:18]=[CH:17][C:16]([CH3:19])=[CH:15][N:14]=2)[CH:5]=1.Cl[Sn]Cl. The catalyst is CO.C(OCC)(=O)C. The product is [CH3:1][O:2][C:3](=[O:20])[C:4]1[CH:5]=[C:6]([C:13]2[CH:18]=[CH:17][C:16]([CH3:19])=[CH:15][N:14]=2)[CH:7]=[C:8]([NH2:10])[CH:9]=1. The yield is 0.900. (6) The reactants are C(=O)([O-])[O-].[Cs+].[Cs+].FC(F)(F)S(O[C:13]1[CH:14]=[CH:15][C:16]2[O:20][C:19]([C:21]3[CH:26]=[CH:25][C:24]([F:27])=[CH:23][CH:22]=3)=[C:18]([C:28](=[O:31])[NH:29][CH3:30])[C:17]=2[CH:32]=1)(=O)=O.[CH3:35][C:36]1[N:37]=[C:38]([C:46]2[CH:51]=[CH:50][CH:49]=[C:48](B3OC(C)(C)C(C)(C)O3)[CH:47]=2)[NH:39][C:40]=1[C:41]([O:43][CH2:44][CH3:45])=[O:42].O1CCOCC1. The catalyst is C(OCC)(=O)C.C1C=CC([P]([Pd]([P](C2C=CC=CC=2)(C2C=CC=CC=2)C2C=CC=CC=2)([P](C2C=CC=CC=2)(C2C=CC=CC=2)C2C=CC=CC=2)[P](C2C=CC=CC=2)(C2C=CC=CC=2)C2C=CC=CC=2)(C2C=CC=CC=2)C2C=CC=CC=2)=CC=1.O. The product is [F:27][C:24]1[CH:23]=[CH:22][C:21]([C:19]2[O:20][C:16]3[CH:15]=[CH:14][C:13]([C:50]4[CH:51]=[C:46]([C:38]5[NH:39][C:40]([C:41]([O:43][CH2:44][CH3:45])=[O:42])=[C:36]([CH3:35])[N:37]=5)[CH:47]=[CH:48][CH:49]=4)=[CH:32][C:17]=3[C:18]=2[C:28](=[O:31])[NH:29][CH3:30])=[CH:26][CH:25]=1. The yield is 0.0300. (7) The reactants are [OH:1][C:2]1[CH:3]=[CH:4][C:5]([CH3:8])=[N:6][CH:7]=1.N1C=CC=CC=1.[F:15][C:16]([F:29])([F:28])[S:17](O[S:17]([C:16]([F:29])([F:28])[F:15])(=[O:19])=[O:18])(=[O:19])=[O:18].C(=O)([O-])O.[Na+]. The catalyst is CO.C(Cl)Cl. The product is [CH3:8][C:5]1[CH:4]=[CH:3][C:2]([O:1][S:17]([C:16]([F:29])([F:28])[F:15])(=[O:19])=[O:18])=[CH:7][N:6]=1. The yield is 0.950. (8) The reactants are [NH2:1][C:2]1[S:3][C:4]2[CH:10]=[C:9]([C:11]([OH:13])=O)[CH:8]=[CH:7][C:5]=2[N:6]=1.[NH:14]1[CH2:19][CH2:18][CH2:17][C@@H:16]2[C:20]3[CH:21]=[CH:22][CH:23]=[CH:24][C:25]=3[CH2:26][C@H:15]12.F[P-](F)(F)(F)(F)F.N1(OC(N(C)C)=[N+](C)C)C2N=CC=CC=2N=N1. No catalyst specified. The product is [NH2:1][C:2]1[S:3][C:4]2[CH:10]=[C:9]([C:11]([N:14]3[CH2:19][CH2:18][CH2:17][C@@H:16]4[C:20]5[CH:21]=[CH:22][CH:23]=[CH:24][C:25]=5[CH2:26][C@H:15]34)=[O:13])[CH:8]=[CH:7][C:5]=2[N:6]=1. The yield is 0.630. (9) The reactants are C[O:2][C:3](=O)[CH:4]([CH3:20])[CH2:5][C@H:6]1[CH2:10][C:9](=[O:11])[N:8]([C@H:12]([C:14]2[CH:19]=[CH:18][CH:17]=[CH:16][CH:15]=2)[CH3:13])[CH2:7]1.[BH4-].[Na+].C(O)(=O)CC(CC(O)=O)(C(O)=O)O.O. The catalyst is CCO. The product is [OH:2][CH2:3][CH:4]([CH3:20])[CH2:5][C@@H:6]1[CH2:7][N:8]([C@H:12]([C:14]2[CH:15]=[CH:16][CH:17]=[CH:18][CH:19]=2)[CH3:13])[C:9](=[O:11])[CH2:10]1. The yield is 0.590. (10) The reactants are [CH:1]1([NH2:4])[CH2:3][CH2:2]1.[F:5][C:6]1[CH:7]=[C:8]([CH:12]=[CH:13][C:14]=1[F:15])[C:9](O)=[O:10]. No catalyst specified. The product is [CH:1]1([NH:4][C:9](=[O:10])[C:8]2[CH:12]=[CH:13][C:14]([F:15])=[C:6]([F:5])[CH:7]=2)[CH2:3][CH2:2]1. The yield is 0.890.